The task is: Regression. Given a peptide amino acid sequence and an MHC pseudo amino acid sequence, predict their binding affinity value. This is MHC class I binding data.. This data is from Peptide-MHC class I binding affinity with 185,985 pairs from IEDB/IMGT. (1) The peptide sequence is CTDPYSQMV. The MHC is HLA-A26:01 with pseudo-sequence HLA-A26:01. The binding affinity (normalized) is 0.0847. (2) The peptide sequence is RVYEALYYV. The MHC is HLA-B51:01 with pseudo-sequence HLA-B51:01. The binding affinity (normalized) is 0. (3) The peptide sequence is QSLCFLLTQK. The MHC is HLA-A03:01 with pseudo-sequence HLA-A03:01. The binding affinity (normalized) is 0.831. (4) The peptide sequence is EPFQSYVDRF. The MHC is Mamu-A2201 with pseudo-sequence Mamu-A2201. The binding affinity (normalized) is 0.250. (5) The peptide sequence is GILHLILWIL. The MHC is HLA-A68:02 with pseudo-sequence HLA-A68:02. The binding affinity (normalized) is 0.169. (6) The peptide sequence is EILWDVIPF. The MHC is HLA-A02:19 with pseudo-sequence HLA-A02:19. The binding affinity (normalized) is 0.0847. (7) The peptide sequence is GLAGLQTDV. The MHC is HLA-B27:05 with pseudo-sequence HLA-B27:05. The binding affinity (normalized) is 0.0847. (8) The peptide sequence is AEMRAYHGF. The MHC is HLA-B15:17 with pseudo-sequence HLA-B15:17. The binding affinity (normalized) is 0.0847.